From a dataset of Full USPTO retrosynthesis dataset with 1.9M reactions from patents (1976-2016). Predict the reactants needed to synthesize the given product. Given the product [F:17][C:2]([F:16])([F:1])[S:3][C:4]1[CH:5]=[CH:6][C:7]([CH2:8][C:9]([CH2:21][CH2:22][C:23]([F:26])([F:25])[F:24])([C:12]#[N:13])[C:10]#[N:11])=[CH:14][CH:15]=1, predict the reactants needed to synthesize it. The reactants are: [F:1][C:2]([F:17])([F:16])[S:3][C:4]1[CH:15]=[CH:14][C:7]([CH2:8][CH:9]([C:12]#[N:13])[C:10]#[N:11])=[CH:6][CH:5]=1.[H-].[Na+].Br[CH2:21][CH2:22][C:23]([F:26])([F:25])[F:24].